From a dataset of Forward reaction prediction with 1.9M reactions from USPTO patents (1976-2016). Predict the product of the given reaction. Given the reactants [F:1][C:2]1[CH:8]=[CH:7][CH:6]=[CH:5][C:3]=1[NH2:4].[C:9]([OH:13])(=[O:12])[CH:10]=[CH2:11], predict the reaction product. The product is: [F:1][C:2]1[CH:8]=[CH:7][CH:6]=[CH:5][C:3]=1[NH:4][CH2:11][CH2:10][C:9]([OH:13])=[O:12].